From a dataset of Forward reaction prediction with 1.9M reactions from USPTO patents (1976-2016). Predict the product of the given reaction. Given the reactants C(=O)([O-])[O-].[Cs+].[Cs+].[F:7][C:8]1[C:9]([I:15])=[CH:10][C:11](=[O:14])[NH:12][CH:13]=1.Br[CH2:17][CH2:18][C@@:19]([CH3:29])([S:25]([CH3:28])(=[O:27])=[O:26])[C:20]([O:22][CH2:23][CH3:24])=[O:21], predict the reaction product. The product is: [F:7][C:8]1[C:9]([I:15])=[CH:10][C:11](=[O:14])[N:12]([CH2:17][CH2:18][C@@:19]([CH3:29])([S:25]([CH3:28])(=[O:27])=[O:26])[C:20]([O:22][CH2:23][CH3:24])=[O:21])[CH:13]=1.